Dataset: Reaction yield outcomes from USPTO patents with 853,638 reactions. Task: Predict the reaction yield, written as a fraction of the theoretical maximum amount of product (1.0 means a 100% yield; for example, 0.34 means a 34% yield). The reactants are [CH2:1]([O:3][C:4]([C:6]1[CH:7]([C:18]([F:21])([F:20])[F:19])[O:8][C:9]2[C:14]([CH:15]=1)=[CH:13][C:12]([Cl:16])=[CH:11][C:10]=2I)=[O:5])[CH3:2]. The catalyst is C1C=CC(P(C2C=CC=CC=2)C2C=CC=CC=2)=CC=1.C1C=CC(P(C2C=CC=CC=2)C2C=CC=CC=2)=CC=1.C1C=CC(P(C2C=CC=CC=2)C2C=CC=CC=2)=CC=1.C1C=CC(P(C2C=CC=CC=2)C2C=CC=CC=2)=CC=1.[Pd].[Cu]I. The product is [CH2:1]([O:3][C:4]([C:6]1[CH:7]([C:18]([F:21])([F:20])[F:19])[O:8][C:9]2[C:14]([CH:15]=1)=[CH:13][C:12]([Cl:16])=[CH:11][C:10]=2[C:4]#[C:6][CH2:15][CH3:14])=[O:5])[CH3:2]. The yield is 0.930.